This data is from Full USPTO retrosynthesis dataset with 1.9M reactions from patents (1976-2016). The task is: Predict the reactants needed to synthesize the given product. Given the product [F:43][C:2]1([F:1])[CH2:7][C@H:6]([O:8][C:9]2[C:14]([CH3:15])=[CH:13][C:12]([S:16]([NH:19][C:20]3[S:21][CH:22]=[N:23][N:24]=3)(=[O:17])=[O:18])=[C:11]([F:36])[CH:10]=2)[C@@H:5]([C:37]2[N:41]([CH3:42])[N:40]=[CH:39][CH:38]=2)[CH2:4][CH2:3]1, predict the reactants needed to synthesize it. The reactants are: [F:1][C:2]1([F:43])[CH2:7][C@H:6]([O:8][C:9]2[C:14]([CH3:15])=[CH:13][C:12]([S:16]([N:19](CC3C=CC(OC)=CC=3OC)[C:20]3[S:21][CH:22]=[N:23][N:24]=3)(=[O:18])=[O:17])=[C:11]([F:36])[CH:10]=2)[C@@H:5]([C:37]2[N:41]([CH3:42])[N:40]=[CH:39][CH:38]=2)[CH2:4][CH2:3]1.C([SiH](CC)CC)C.FC(F)(F)C(O)=O.